From a dataset of Catalyst prediction with 721,799 reactions and 888 catalyst types from USPTO. Predict which catalyst facilitates the given reaction. (1) Reactant: [C:1]([CH2:3][C:4]1[CH:12]=[CH:11][C:7]2[O:8][CH2:9][O:10][C:6]=2[C:5]=1[CH2:13][C:14]#[N:15])#N.N. Product: [O:10]1[C:6]2[C:5]3[CH2:13][CH2:14][NH:15][CH2:1][CH2:3][C:4]=3[CH:12]=[CH:11][C:7]=2[O:8][CH2:9]1. The catalyst class is: 470. (2) Reactant: [H-].[Na+].[CH2:3]([OH:10])[C:4]1[CH:9]=[CH:8][CH:7]=[CH:6][CH:5]=1.Cl[C:12]1[C:21]2[C:16](=[C:17]([CH3:24])[C:18]([O:22][CH3:23])=[CH:19][CH:20]=2)[N+:15]([O-:25])=[CH:14][CH:13]=1.O. Product: [CH2:3]([O:10][C:12]1[C:21]2[C:16](=[C:17]([CH3:24])[C:18]([O:22][CH3:23])=[CH:19][CH:20]=2)[N+:15]([O-:25])=[CH:14][CH:13]=1)[C:4]1[CH:9]=[CH:8][CH:7]=[CH:6][CH:5]=1. The catalyst class is: 3. (3) Reactant: [CH2:1]([N:8]1[CH2:13][CH2:12][CH:11]([C:14]([O:16][CH2:17][CH3:18])=[O:15])[C:10](=[O:19])[CH2:9]1)[C:2]1[CH:7]=[CH:6][CH:5]=[CH:4][CH:3]=1.[Li]. Product: [CH2:1]([N:8]1[CH2:13][CH2:12][CH:11]([C:14]([O:16][CH2:17][CH3:18])=[O:15])[CH:10]([OH:19])[CH2:9]1)[C:2]1[CH:3]=[CH:4][CH:5]=[CH:6][CH:7]=1. The catalyst class is: 27.